Dataset: Full USPTO retrosynthesis dataset with 1.9M reactions from patents (1976-2016). Task: Predict the reactants needed to synthesize the given product. (1) The reactants are: Br[CH2:2][CH2:3][CH2:4][CH2:5][CH2:6][CH2:7][CH2:8][CH2:9][CH2:10][OH:11].[K].[C:13]1(=[O:23])[NH:17][C:16](=[O:18])[C:15]2=[CH:19][CH:20]=[CH:21][CH:22]=[C:14]12. Given the product [C:13]1(=[O:23])[N:17]([CH2:2][CH2:3][CH2:4][CH2:5][CH2:6][CH2:7][CH2:8][CH2:9][CH2:10][OH:11])[C:16](=[O:18])[C:15]2=[CH:19][CH:20]=[CH:21][CH:22]=[C:14]12, predict the reactants needed to synthesize it. (2) Given the product [CH2:1]([N:8]1[CH2:13][CH2:12][CH:11]([C:14]([Cl:20])=[O:16])[CH2:10][CH2:9]1)[C:2]1[CH:7]=[CH:6][CH:5]=[CH:4][CH:3]=1, predict the reactants needed to synthesize it. The reactants are: [CH2:1]([N:8]1[CH2:13][CH2:12][CH:11]([C:14]([OH:16])=O)[CH2:10][CH2:9]1)[C:2]1[CH:7]=[CH:6][CH:5]=[CH:4][CH:3]=1.C(Cl)(=O)C([Cl:20])=O.CN(C=O)C. (3) Given the product [Br:17][CH:8]([C:10]1[CH:15]=[CH:14][C:13]([F:16])=[CH:12][CH:11]=1)[C:5]1[CH:6]=[CH:7][C:2]([F:1])=[CH:3][CH:4]=1, predict the reactants needed to synthesize it. The reactants are: [F:1][C:2]1[CH:7]=[CH:6][C:5]([CH:8]([C:10]2[CH:15]=[CH:14][C:13]([F:16])=[CH:12][CH:11]=2)O)=[CH:4][CH:3]=1.[BrH:17]. (4) The reactants are: [NH2:1][C:2]1[C:7]([C:8]([C:10]2[CH:15]=[C:14]([O:16][CH3:17])[C:13]([CH3:18])=[CH:12][C:11]=2[F:19])=[O:9])=[CH:6][N:5]=[C:4](S(CC)=O)[N:3]=1.FC(F)(F)C(O)=O.[CH3:31][S:32]([N:35]1[CH2:40][CH2:39][CH:38]([NH2:41])[CH2:37][CH2:36]1)(=[O:34])=[O:33]. Given the product [NH2:1][C:2]1[C:7]([C:8]([C:10]2[CH:15]=[C:14]([O:16][CH3:17])[C:13]([CH3:18])=[CH:12][C:11]=2[F:19])=[O:9])=[CH:6][N:5]=[C:4]([NH:41][CH:38]2[CH2:39][CH2:40][N:35]([S:32]([CH3:31])(=[O:34])=[O:33])[CH2:36][CH2:37]2)[N:3]=1, predict the reactants needed to synthesize it. (5) Given the product [ClH:26].[NH2:46][CH:43]([CH2:44][CH3:45])[CH2:42][CH2:41][N:40]([CH:37]1[CH2:38][CH2:39][NH:34][CH2:35][CH2:36]1)[S:23]([C:20]1[CH:21]=[CH:22][C:17]([NH:16][C:12]2[N:11]=[C:10]([NH:9][C:6]3[CH:7]=[CH:8][C:3]([F:2])=[CH:4][CH:5]=3)[CH:15]=[CH:14][N:13]=2)=[CH:18][CH:19]=1)(=[O:25])=[O:24], predict the reactants needed to synthesize it. The reactants are: Cl.[F:2][C:3]1[CH:8]=[CH:7][C:6]([NH:9][C:10]2[CH:15]=[CH:14][N:13]=[C:12]([NH:16][C:17]3[CH:22]=[CH:21][C:20]([S:23]([Cl:26])(=[O:25])=[O:24])=[CH:19][CH:18]=3)[N:11]=2)=[CH:5][CH:4]=1.C(OC([N:34]1[CH2:39][CH2:38][CH:37]([NH:40][CH2:41][CH2:42][CH:43]([NH:46]C(OC(C)(C)C)=O)[CH2:44][CH3:45])[CH2:36][CH2:35]1)=O)(C)(C)C.